This data is from Catalyst prediction with 721,799 reactions and 888 catalyst types from USPTO. The task is: Predict which catalyst facilitates the given reaction. (1) The catalyst class is: 106. Reactant: [Si]([O:8][CH2:9][CH2:10][N:11]1[C:15]2[CH:16]=[CH:17][C:18]([C:20]3[CH:25]=[CH:24][C:23]([CH2:26][C@H:27]([NH:30][C:31]([C@@H:33]4[CH2:38][CH2:37][CH2:36][CH2:35][N:34]4C(OC(C)(C)C)=O)=[O:32])[C:28]#[N:29])=[CH:22][CH:21]=3)=[CH:19][C:14]=2[S:13][C:12]1=[O:46])(C(C)(C)C)(C)C.C(OCC)C. Product: [C:28]([C@@H:27]([NH:30][C:31]([C@@H:33]1[CH2:38][CH2:37][CH2:36][CH2:35][NH:34]1)=[O:32])[CH2:26][C:23]1[CH:22]=[CH:21][C:20]([C:18]2[CH:17]=[CH:16][C:15]3[N:11]([CH2:10][CH2:9][OH:8])[C:12](=[O:46])[S:13][C:14]=3[CH:19]=2)=[CH:25][CH:24]=1)#[N:29]. (2) Reactant: [CH:1]1([CH2:7][CH:8]=O)[CH2:6][CH2:5][CH2:4][CH2:3][CH2:2]1.[Si]([C:14]#[N:15])(C)(C)C.[C:16]([N:23]1[CH2:28][CH2:27][NH:26][CH2:25][CH2:24]1)([O:18][C:19]([CH3:22])([CH3:21])[CH3:20])=[O:17]. Product: [C:19]([O:18][C:16]([N:23]1[CH2:28][CH2:27][N:26]([CH:8]([C:14]#[N:15])[CH2:7][CH:1]2[CH2:2][CH2:3][CH2:4][CH2:5][CH2:6]2)[CH2:25][CH2:24]1)=[O:17])([CH3:22])([CH3:20])[CH3:21]. The catalyst class is: 5. (3) Reactant: [Cl:1][C:2]1[CH:3]=[CH:4][C:5]([O:29][CH:30]([F:32])[F:31])=[C:6]([C:8]2[C:12]([NH:13][C:14]([C:16]3[CH:17]=[N:18][N:19]4[CH:24]=[CH:23][CH:22]=[N:21][C:20]=34)=[O:15])=[CH:11][N:10]([CH2:25][C:26](O)=[O:27])[N:9]=2)[CH:7]=1.CCN(C(C)C)C(C)C.[CH:42]1([CH2:45][N:46]2[CH2:51][CH2:50][NH:49][CH2:48][CH2:47]2)[CH2:44][CH2:43]1.CN(C(ON1N=NC2C=CC=NC1=2)=[N+](C)C)C.F[P-](F)(F)(F)(F)F. Product: [Cl:1][C:2]1[CH:3]=[CH:4][C:5]([O:29][CH:30]([F:32])[F:31])=[C:6]([C:8]2[C:12]([NH:13][C:14]([C:16]3[CH:17]=[N:18][N:19]4[CH:24]=[CH:23][CH:22]=[N:21][C:20]=34)=[O:15])=[CH:11][N:10]([CH2:25][C:26]([N:49]3[CH2:50][CH2:51][N:46]([CH2:45][CH:42]4[CH2:44][CH2:43]4)[CH2:47][CH2:48]3)=[O:27])[N:9]=2)[CH:7]=1. The catalyst class is: 3. (4) Reactant: F[C:2]1[CH:9]=[CH:8][C:5]([C:6]#[N:7])=[CH:4][C:3]=1[C:10]([F:13])([F:12])[F:11].[CH3:14][CH:15]1[CH2:20][CH2:19][CH2:18][CH2:17][NH:16]1.CCOCC.O. Product: [CH3:14][CH:15]1[CH2:20][CH2:19][CH2:18][CH2:17][N:16]1[C:2]1[CH:9]=[CH:8][C:5]([C:6]#[N:7])=[CH:4][C:3]=1[C:10]([F:13])([F:12])[F:11]. The catalyst class is: 16. (5) Reactant: [NH2:1][C:2]1[C:11]([C:12]#[N:13])=[C:10](Cl)[C:9]2[C:4](=[CH:5][CH:6]=[C:7]([N:15]3[CH2:20][CH2:19][N:18]([CH3:21])[CH2:17][CH2:16]3)[CH:8]=2)[N:3]=1.[CH2:22]([NH2:29])[C:23]1[CH:28]=[CH:27][CH:26]=[CH:25][CH:24]=1. Product: [NH2:1][C:2]1[C:11]([C:12]#[N:13])=[C:10]([NH:29][CH2:22][C:23]2[CH:28]=[CH:27][CH:26]=[CH:25][CH:24]=2)[C:9]2[C:4](=[CH:5][CH:6]=[C:7]([N:15]3[CH2:20][CH2:19][N:18]([CH3:21])[CH2:17][CH2:16]3)[CH:8]=2)[N:3]=1. The catalyst class is: 6. (6) Reactant: [OH:1][CH:2]([CH2:6][O:7][C:8]([C:21]1[CH:26]=[CH:25][CH:24]=[CH:23][CH:22]=1)([C:15]1[CH:20]=[CH:19][CH:18]=[CH:17][CH:16]=1)[C:9]1[CH:14]=[CH:13][CH:12]=[CH:11][CH:10]=1)[CH2:3][C:4]#[N:5].[C:27](OC(=O)C)(=[O:29])[CH3:28].N1C=CC=CC=1.Cl. Product: [C:27]([O:1][CH:2]([CH2:6][O:7][C:8]([C:21]1[CH:26]=[CH:25][CH:24]=[CH:23][CH:22]=1)([C:9]1[CH:14]=[CH:13][CH:12]=[CH:11][CH:10]=1)[C:15]1[CH:16]=[CH:17][CH:18]=[CH:19][CH:20]=1)[CH2:3][C:4]#[N:5])(=[O:29])[CH3:28]. The catalyst class is: 13.